Task: Predict the reaction yield, written as a fraction of the theoretical maximum amount of product (1.0 means a 100% yield; for example, 0.34 means a 34% yield).. Dataset: Reaction yield outcomes from USPTO patents with 853,638 reactions The reactants are [CH2:1]([S:4](Cl)(=[O:6])=[O:5])[CH2:2][CH3:3].[CH3:8][NH:9][C:10]1[CH:29]=[CH:28][C:13]2[N:14]([CH2:21][CH:22]3[CH2:27][CH2:26][O:25][CH2:24][CH2:23]3)[C:15]([C:17]([F:20])([F:19])[F:18])=[N:16][C:12]=2[CH:11]=1.CCN(C(C)C)C(C)C. The catalyst is CN(C1C=CN=CC=1)C.C(Cl)Cl. The product is [CH3:8][N:9]([C:10]1[CH:29]=[CH:28][C:13]2[N:14]([CH2:21][CH:22]3[CH2:27][CH2:26][O:25][CH2:24][CH2:23]3)[C:15]([C:17]([F:18])([F:19])[F:20])=[N:16][C:12]=2[CH:11]=1)[S:4]([CH2:1][CH2:2][CH3:3])(=[O:6])=[O:5]. The yield is 0.470.